From a dataset of Full USPTO retrosynthesis dataset with 1.9M reactions from patents (1976-2016). Predict the reactants needed to synthesize the given product. (1) Given the product [Cl:1][C:2]1[S:20][C:5]2=[CH:6][C:7]3[NH:8][CH2:9][CH2:10][O:11][C:12]=3[CH:13]=[C:4]2[N:3]=1, predict the reactants needed to synthesize it. The reactants are: [Cl:1][C:2]1[S:20][C:5]2=[CH:6][C:7]3[N:8](C(=O)C(F)(F)F)[CH2:9][CH2:10][O:11][C:12]=3[CH:13]=[C:4]2[N:3]=1.[BH4-].[Na+]. (2) The reactants are: [NH2:1][C:2]1[CH:10]=[CH:9][C:8]([F:11])=[CH:7][C:3]=1[C:4]([OH:6])=O.[C:12]([O:16][C:17]([N:19]1[CH2:24][CH2:23][CH2:22][C@@H:21]([NH2:25])[CH2:20]1)=[O:18])([CH3:15])([CH3:14])[CH3:13].[CH:26](OCC)(OCC)OCC. Given the product [F:11][C:8]1[CH:7]=[C:3]2[C:2](=[CH:10][CH:9]=1)[N:1]=[CH:26][N:25]([C@@H:21]1[CH2:22][CH2:23][CH2:24][N:19]([C:17]([O:16][C:12]([CH3:15])([CH3:13])[CH3:14])=[O:18])[CH2:20]1)[C:4]2=[O:6], predict the reactants needed to synthesize it. (3) The reactants are: Cl[CH2:2][C:3]1[CH:8]=[CH:7][CH:6]=[C:5]([S:9][CH:10]2[CH2:14][CH2:13][CH2:12][CH2:11]2)[N:4]=1.C([O:17][C:18](=[O:29])[CH2:19][CH2:20][C:21]1[CH:26]=[CH:25][C:24]([OH:27])=[C:23]([Cl:28])[CH:22]=1)C. Given the product [Cl:28][C:23]1[CH:22]=[C:21]([CH2:20][CH2:19][C:18]([OH:29])=[O:17])[CH:26]=[CH:25][C:24]=1[O:27][CH2:2][C:3]1[CH:8]=[CH:7][CH:6]=[C:5]([S:9][CH:10]2[CH2:14][CH2:13][CH2:12][CH2:11]2)[N:4]=1, predict the reactants needed to synthesize it. (4) Given the product [Cl:12][CH2:13][C:14]([NH:6][C:5]1[CH:7]=[CH:8][C:2]([Cl:1])=[C:3]([N+:9]([O-:11])=[O:10])[CH:4]=1)=[O:15], predict the reactants needed to synthesize it. The reactants are: [Cl:1][C:2]1[CH:8]=[CH:7][C:5]([NH2:6])=[CH:4][C:3]=1[N+:9]([O-:11])=[O:10].[Cl:12][CH2:13][C:14](Cl)=[O:15]. (5) Given the product [F:48][CH2:20][C:19]([C:16]1[CH:15]=[CH:14][C:13]([C:7]2[C:6]([C:22]3[CH:27]=[CH:26][CH:25]=[CH:24][CH:23]=3)=[CH:5][C:4]3[C:9](=[CH:10][CH:11]=[N:12][C:3]=3[O:2][CH3:1])[N:8]=2)=[CH:18][CH:17]=1)=[O:21], predict the reactants needed to synthesize it. The reactants are: [CH3:1][O:2][C:3]1[N:12]=[CH:11][CH:10]=[C:9]2[C:4]=1[CH:5]=[C:6]([C:22]1[CH:27]=[CH:26][CH:25]=[CH:24][CH:23]=1)[C:7]([C:13]1[CH:18]=[CH:17][C:16]([C:19](=[O:21])[CH3:20])=[CH:15][CH:14]=1)=[N:8]2.[Li+].C[Si]([N-][Si](C)(C)C)(C)C.C1C=CC(S(N(S(C2C=CC=CC=2)(=O)=O)[F:48])(=O)=O)=CC=1.